Dataset: Reaction yield outcomes from USPTO patents with 853,638 reactions. Task: Predict the reaction yield, written as a fraction of the theoretical maximum amount of product (1.0 means a 100% yield; for example, 0.34 means a 34% yield). (1) The reactants are [CH2:1]1[C:4]2([O:9][CH2:8][CH:7]([O:10][C:11]3[CH:16]=[CH:15][N:14]=[C:13]([CH2:17]O)[C:12]=3[CH3:19])[CH2:6][O:5]2)[CH2:3][CH2:2]1.C(N(CC)CC)C.CS(Cl)(=O)=O.C(=O)([O-])O.[Na+].[SH:37][C:38]1[NH:39][C:40]2[CH:46]=[CH:45][CH:44]=[CH:43][C:41]=2[N:42]=1. The catalyst is CO.O1CCCC1. The product is [CH2:1]1[C:4]2([O:9][CH2:8][CH:7]([O:10][C:11]3[CH:16]=[CH:15][N:14]=[C:13]([CH2:17][S:37][C:38]4[NH:42][C:41]5[CH:43]=[CH:44][CH:45]=[CH:46][C:40]=5[N:39]=4)[C:12]=3[CH3:19])[CH2:6][O:5]2)[CH2:3][CH2:2]1. The yield is 0.736. (2) The catalyst is CC(=O)OCC. The yield is 0.160. The reactants are C([NH2:4])(=O)C.[C:5]([C:9]1[CH:49]=[CH:48][C:12]([C:13]([NH:15][C@H:16]([C:44]([O:46][CH3:47])=[O:45])[CH2:17][C:18]2[CH:43]=[CH:42][C:21]([C:22]([O:24][CH2:25][C:26]([C:28]3[CH:33]=[CH:32][C:31]([O:34][CH2:35][CH2:36][CH2:37][CH2:38][CH2:39][CH2:40][CH3:41])=[CH:30][CH:29]=3)=O)=O)=[CH:20][CH:19]=2)=[O:14])=[CH:11][CH:10]=1)([CH3:8])([CH3:7])[CH3:6]. The product is [C:5]([C:9]1[CH:49]=[CH:48][C:12]([C:13]([NH:15][C@@H:16]([CH2:17][C:18]2[CH:43]=[CH:42][C:21]([C:22]3[O:24][CH:25]=[C:26]([C:28]4[CH:33]=[CH:32][C:31]([O:34][CH2:35][CH2:36][CH2:37][CH2:38][CH2:39][CH2:40][CH3:41])=[CH:30][CH:29]=4)[N:4]=3)=[CH:20][CH:19]=2)[C:44]([O:46][CH3:47])=[O:45])=[O:14])=[CH:11][CH:10]=1)([CH3:8])([CH3:7])[CH3:6]. (3) The reactants are [Si]([O:8][CH:9]([C:22]1[O:23][C:24]([C:27]2[CH:32]=[CH:31][C:30]([N+:33]([O-:35])=[O:34])=[CH:29][CH:28]=2)=[CH:25][N:26]=1)[CH2:10][CH2:11][CH2:12][CH2:13][CH2:14][CH2:15][C:16]1[CH:21]=[CH:20][CH:19]=[CH:18][CH:17]=1)(C(C)(C)C)(C)C.[Si](OC(C1OC([Sn](CCCC)(CCCC)CCCC)=CN=1)CCCCCCC1C=CC=CC=1)(C(C)(C)C)(C)C.IC1C=CC([N+]([O-])=O)=CC=1. No catalyst specified. The product is [N+:33]([C:30]1[CH:29]=[CH:28][C:27]([C:24]2[O:23][C:22]([C:9](=[O:8])[CH2:10][CH2:11][CH2:12][CH2:13][CH2:14][CH2:15][C:16]3[CH:17]=[CH:18][CH:19]=[CH:20][CH:21]=3)=[N:26][CH:25]=2)=[CH:32][CH:31]=1)([O-:35])=[O:34]. The yield is 1.00. (4) The reactants are [F:1][C:2]([F:17])([F:16])[C:3]1[CH:4]=[C:5]([CH:9]=[C:10]([C:12]([F:15])([F:14])[F:13])[CH:11]=1)[C:6](Cl)=[O:7].C(N(CC)CC)C.[CH:25]([O:28][C:29]([N:31]1[CH2:37][CH2:36][CH2:35][CH:34]([NH:38][C:39]2[CH:40]=[N:41][CH:42]=[CH:43][CH:44]=2)[C:33]2[CH:45]=[C:46]([CH3:53])[C:47]([C:49]([F:52])([F:51])[F:50])=[CH:48][C:32]1=2)=[O:30])([CH3:27])[CH3:26]. The catalyst is C(Cl)(Cl)Cl.C(Cl)Cl. The product is [CH:25]([O:28][C:29]([N:31]1[CH2:37][CH2:36][CH2:35][CH:34]([N:38]([C:6](=[O:7])[C:5]2[CH:4]=[C:3]([C:2]([F:17])([F:16])[F:1])[CH:11]=[C:10]([C:12]([F:15])([F:14])[F:13])[CH:9]=2)[C:39]2[CH:40]=[N:41][CH:42]=[CH:43][CH:44]=2)[C:33]2[CH:45]=[C:46]([CH3:53])[C:47]([C:49]([F:51])([F:52])[F:50])=[CH:48][C:32]1=2)=[O:30])([CH3:27])[CH3:26]. The yield is 0.510. (5) The reactants are [C:1]([NH:8][C@H:9]([C:11]([OH:13])=[O:12])[CH3:10])([O:3][C:4]([CH3:7])([CH3:6])[CH3:5])=[O:2].C(N1C=CN=C1)(N1C=CN=C1)=O.[CH2:26](O)[CH2:27][CH2:28][CH2:29][CH2:30][CH2:31][CH2:32][CH2:33][CH2:34][CH2:35][CH2:36][CH2:37][CH2:38][CH2:39][CH2:40][CH2:41][CH2:42][CH2:43][CH2:44][CH2:45][CH2:46][CH3:47]. The catalyst is C1COCC1. The product is [C:4]([O:3][C:1]([NH:8][C@@H:9]([CH3:10])[C:11]([O:13][CH2:47][CH2:46][CH2:45][CH2:44][CH2:43][CH2:42][CH2:41][CH2:40][CH2:39][CH2:38][CH2:37][CH2:36][CH2:35][CH2:34][CH2:33][CH2:32][CH2:31][CH2:30][CH2:29][CH2:28][CH2:27][CH3:26])=[O:12])=[O:2])([CH3:7])([CH3:5])[CH3:6]. The yield is 0.860. (6) The catalyst is C1(C)C=CC=CC=1. The yield is 0.610. The reactants are [CH3:1][O:2][C:3]1[CH:8]=[CH:7][C:6]([CH2:9][CH2:10][CH2:11]O)=[CH:5][CH:4]=1.P(Br)(Br)[Br:14]. The product is [CH3:1][O:2][C:3]1[CH:8]=[CH:7][C:6]([CH2:9][CH2:10][CH2:11][Br:14])=[CH:5][CH:4]=1. (7) The reactants are [NH2:1][C:2]1[CH:3]=[C:4]2[C:9](=[CH:10][C:11]=1[O:12][CH2:13][CH2:14][CH2:15][CH2:16][N:17]([CH3:19])[CH3:18])[N:8]=[CH:7][N:6]=[C:5]2[NH:20][C:21]1[CH:26]=[CH:25][CH:24]=[C:23]([Br:27])[CH:22]=1.[C:28](O)(=[O:31])[CH:29]=[CH2:30].CCN(CC)CC.Cl.CN(C)CCCN=C=NCC. The yield is 0.320. The catalyst is CC(N(C)C)=O.C(Cl)Cl.CCOCC.CO.CCOC(C)=O.CCOC(C)=O.CCCCCC. The product is [Br:27][C:23]1[CH:22]=[C:21]([NH:20][C:5]2[C:4]3[C:9](=[CH:10][C:11]([O:12][CH2:13][CH2:14][CH2:15][CH2:16][N:17]([CH3:18])[CH3:19])=[C:2]([NH:1][C:28](=[O:31])[CH:29]=[CH2:30])[CH:3]=3)[N:8]=[CH:7][N:6]=2)[CH:26]=[CH:25][CH:24]=1.